Dataset: Reaction yield outcomes from USPTO patents with 853,638 reactions. Task: Predict the reaction yield, written as a fraction of the theoretical maximum amount of product (1.0 means a 100% yield; for example, 0.34 means a 34% yield). (1) The reactants are C(OP([CH2:9][C:10]([O:12][CH3:13])=[O:11])(OCC)=O)C.[H-].[Na+].[CH3:16][N:17]1[CH:21]=[C:20]([CH:22]=O)[N:19]=[CH:18]1. The catalyst is O1CCCC1. The product is [CH3:16][N:17]1[CH:21]=[C:20](/[CH:22]=[CH:9]/[C:10]([O:12][CH3:13])=[O:11])[N:19]=[CH:18]1. The yield is 0.570. (2) The reactants are [CH3:1][C:2]([C:4]1[C:12]2[C:7](=[CH:8][CH:9]=[CH:10][CH:11]=2)[S:6][CH:5]=1)=[O:3].[BH4-].[Na+]. The catalyst is C(O)C. The product is [OH:3][CH:2]([C:4]1[C:12]2[CH:11]=[CH:10][CH:9]=[CH:8][C:7]=2[S:6][CH:5]=1)[CH3:1]. The yield is 0.940.